Dataset: hERG Central: cardiac toxicity at 1µM, 10µM, and general inhibition. Task: Predict hERG channel inhibition at various concentrations. (1) Results: hERG_inhib (hERG inhibition (general)): blocker. The molecule is COc1ccc(CC2(CO)CCN(Cc3ccc4c(c3)CCO4)CC2)cc1. (2) Results: hERG_inhib (hERG inhibition (general)): blocker. The compound is CC1CCN(CC(O)COc2ccc(C(=O)c3ccccc3)cc2)CC1. (3) The drug is O=C(CSc1ccc2nnc(-c3ccccn3)n2n1)N1CCN(c2ccccc2)CC1. Results: hERG_inhib (hERG inhibition (general)): blocker. (4) The drug is Cc1nc2cc(-c3cccc(F)c3)nn2c(C)c1CCC(=O)NC(C)CCc1ccco1. Results: hERG_inhib (hERG inhibition (general)): blocker. (5) The drug is CC1=NN(C(=O)c2ccc(Cn3nc(C)c([N+](=O)[O-])c3C)o2)C(O)(C(F)(F)F)C1. Results: hERG_inhib (hERG inhibition (general)): blocker. (6) The drug is COc1ccc(/C=N/Nc2cc(C)nc3c(C)cccc23)cc1. Results: hERG_inhib (hERG inhibition (general)): blocker. (7) The compound is O=C(Cn1ncc2c1-c1ccccc1OC2)N1CCN(Cc2ccccc2)CC1. Results: hERG_inhib (hERG inhibition (general)): blocker.